From a dataset of Full USPTO retrosynthesis dataset with 1.9M reactions from patents (1976-2016). Predict the reactants needed to synthesize the given product. (1) Given the product [Br:5][C:6]1[CH:7]=[C:8]([O:17][CH2:1][O:2][CH3:3])[CH:9]=[C:10]2[C:15]=1[O:14][C:13](=[O:16])[CH:12]=[CH:11]2, predict the reactants needed to synthesize it. The reactants are: [CH3:1][O:2][CH2:3]Cl.[Br:5][C:6]1[CH:7]=[C:8]([OH:17])[CH:9]=[C:10]2[C:15]=1[O:14][C:13](=[O:16])[CH:12]=[CH:11]2.C([O-])([O-])=O.[K+].[K+].CN(C=O)C. (2) Given the product [CH3:55][C:56]([SiH:59]([CH3:60])[O:23][CH2:20][C:14]1[CH:15]=[C:16]([C:37]2[C:38]([CH3:41])=[CH:39][CH:40]=[C:35]([CH2:34][NH:30][C:31](=[O:33])[O:32][C:46]([CH3:45])([CH3:51])[CH3:47])[CH:36]=2)[CH:17]=[CH:18][CH:19]=1)([CH3:58])[CH3:57], predict the reactants needed to synthesize it. The reactants are: [CH:14]1[CH:19]=[CH:18][C:17](P([C:14]2[CH:19]=[CH:18][CH:17]=[CH:16][CH:15]=2)[C:14]2[CH:19]=[CH:18][CH:17]=[CH:16][CH:15]=2)=[CH:16][CH:15]=1.[C:20]([O-:23])([O-])=O.[K+].[K+].CC([N:30]([CH2:34][C:35]1[CH:40]=[CH:39][C:38]([C:41]#N)=[C:37](Br)[CH:36]=1)[C:31](=[O:33])[O-:32])(C)C.O[CH2:45][C:46]1[CH:47]=C(B(O)O)C=C[CH:51]=1.[CH3:55][C:56]([Si:59](C)(C)[CH3:60])([CH3:58])[CH3:57].